From a dataset of NCI-60 drug combinations with 297,098 pairs across 59 cell lines. Regression. Given two drug SMILES strings and cell line genomic features, predict the synergy score measuring deviation from expected non-interaction effect. (1) Drug 1: C1CCN(CC1)CCOC2=CC=C(C=C2)C(=O)C3=C(SC4=C3C=CC(=C4)O)C5=CC=C(C=C5)O. Drug 2: C1=NC2=C(N=C(N=C2N1C3C(C(C(O3)CO)O)O)F)N. Cell line: HCC-2998. Synergy scores: CSS=11.1, Synergy_ZIP=-1.27, Synergy_Bliss=-1.76, Synergy_Loewe=-4.82, Synergy_HSA=-3.89. (2) Drug 1: COC1=CC(=CC(=C1O)OC)C2C3C(COC3=O)C(C4=CC5=C(C=C24)OCO5)OC6C(C(C7C(O6)COC(O7)C8=CC=CS8)O)O. Drug 2: C1=C(C(=O)NC(=O)N1)F. Cell line: EKVX. Synergy scores: CSS=52.7, Synergy_ZIP=-3.08, Synergy_Bliss=3.22, Synergy_Loewe=6.47, Synergy_HSA=6.71. (3) Drug 1: C1=CC(=CC=C1CC(C(=O)O)N)N(CCCl)CCCl.Cl. Drug 2: CC1C(C(=O)NC(C(=O)N2CCCC2C(=O)N(CC(=O)N(C(C(=O)O1)C(C)C)C)C)C(C)C)NC(=O)C3=C4C(=C(C=C3)C)OC5=C(C(=O)C(=C(C5=N4)C(=O)NC6C(OC(=O)C(N(C(=O)CN(C(=O)C7CCCN7C(=O)C(NC6=O)C(C)C)C)C)C(C)C)C)N)C. Cell line: OVCAR-4. Synergy scores: CSS=1.41, Synergy_ZIP=5.35, Synergy_Bliss=7.42, Synergy_Loewe=4.46, Synergy_HSA=3.63. (4) Drug 1: CCC1=CC2CC(C3=C(CN(C2)C1)C4=CC=CC=C4N3)(C5=C(C=C6C(=C5)C78CCN9C7C(C=CC9)(C(C(C8N6C)(C(=O)OC)O)OC(=O)C)CC)OC)C(=O)OC.C(C(C(=O)O)O)(C(=O)O)O. Drug 2: CS(=O)(=O)CCNCC1=CC=C(O1)C2=CC3=C(C=C2)N=CN=C3NC4=CC(=C(C=C4)OCC5=CC(=CC=C5)F)Cl. Cell line: A498. Synergy scores: CSS=27.5, Synergy_ZIP=3.47, Synergy_Bliss=7.64, Synergy_Loewe=-0.900, Synergy_HSA=7.48. (5) Drug 2: CC1C(C(CC(O1)OC2CC(CC3=C2C(=C4C(=C3O)C(=O)C5=CC=CC=C5C4=O)O)(C(=O)C)O)N)O. Drug 1: COC1=CC(=CC(=C1O)OC)C2C3C(COC3=O)C(C4=CC5=C(C=C24)OCO5)OC6C(C(C7C(O6)COC(O7)C8=CC=CS8)O)O. Cell line: SF-295. Synergy scores: CSS=53.4, Synergy_ZIP=-4.15, Synergy_Bliss=-6.35, Synergy_Loewe=-4.29, Synergy_HSA=-2.60. (6) Drug 1: CCCS(=O)(=O)NC1=C(C(=C(C=C1)F)C(=O)C2=CNC3=C2C=C(C=N3)C4=CC=C(C=C4)Cl)F. Drug 2: CN1C2=C(C=C(C=C2)N(CCCl)CCCl)N=C1CCCC(=O)O.Cl. Cell line: U251. Synergy scores: CSS=21.0, Synergy_ZIP=-4.29, Synergy_Bliss=2.68, Synergy_Loewe=1.52, Synergy_HSA=2.28. (7) Drug 1: C1=CC(=CC=C1CCCC(=O)O)N(CCCl)CCCl. Drug 2: C1=CN(C=N1)CC(O)(P(=O)(O)O)P(=O)(O)O. Cell line: HS 578T. Synergy scores: CSS=6.17, Synergy_ZIP=-8.66, Synergy_Bliss=-14.9, Synergy_Loewe=-12.6, Synergy_HSA=-12.3. (8) Cell line: UACC-257. Drug 1: C1C(C(OC1N2C=NC3=C(N=C(N=C32)Cl)N)CO)O. Synergy scores: CSS=16.3, Synergy_ZIP=-3.69, Synergy_Bliss=-3.92, Synergy_Loewe=-73.7, Synergy_HSA=-4.20. Drug 2: C(CN)CNCCSP(=O)(O)O. (9) Drug 1: CCN(CC)CCCC(C)NC1=C2C=C(C=CC2=NC3=C1C=CC(=C3)Cl)OC. Drug 2: CC12CCC3C(C1CCC2OP(=O)(O)O)CCC4=C3C=CC(=C4)OC(=O)N(CCCl)CCCl.[Na+]. Cell line: KM12. Synergy scores: CSS=24.2, Synergy_ZIP=-4.40, Synergy_Bliss=-5.77, Synergy_Loewe=-16.1, Synergy_HSA=-4.39.